From a dataset of Catalyst prediction with 721,799 reactions and 888 catalyst types from USPTO. Predict which catalyst facilitates the given reaction. (1) Product: [Cl:9][C:10]1[CH:15]=[C:14]([Cl:16])[CH:13]=[CH:12][C:11]=1[N:17]1[C:21]([C:22]2[CH:23]=[CH:24][C:25]([O:28][CH2:2][CH2:3][CH:4]3[O:8][CH2:7][CH2:6][O:5]3)=[CH:26][CH:27]=2)=[C:20]([CH3:29])[C:19]([C:30]([NH:32][N:33]2[CH2:34][CH2:35][CH2:36][CH2:37][CH2:38]2)=[O:31])=[N:18]1. Reactant: Br[CH2:2][CH2:3][CH:4]1[O:8][CH2:7][CH2:6][O:5]1.[Cl:9][C:10]1[CH:15]=[C:14]([Cl:16])[CH:13]=[CH:12][C:11]=1[N:17]1[C:21]([C:22]2[CH:27]=[CH:26][C:25]([OH:28])=[CH:24][CH:23]=2)=[C:20]([CH3:29])[C:19]([C:30]([NH:32][N:33]2[CH2:38][CH2:37][CH2:36][CH2:35][CH2:34]2)=[O:31])=[N:18]1.C(=O)([O-])[O-].[K+].[K+]. The catalyst class is: 10. (2) Reactant: [CH2:1]([C:3]1[C:8]([OH:9])=[CH:7][C:6]([OH:10])=[C:5]([C:11](=[O:20])[C:12]2[CH:17]=[CH:16][C:15]([O:18][CH3:19])=[CH:14][CH:13]=2)[C:4]=1[CH2:21][C:22]([O:24]C)=[O:23])[CH3:2].[OH-].[Na+].Cl. Product: [CH2:1]([C:3]1[C:8]([OH:9])=[CH:7][C:6]([OH:10])=[C:5]([C:11](=[O:20])[C:12]2[CH:13]=[CH:14][C:15]([O:18][CH3:19])=[CH:16][CH:17]=2)[C:4]=1[CH2:21][C:22]([OH:24])=[O:23])[CH3:2]. The catalyst class is: 5. (3) Reactant: [Br:1][C:2]1[C:3]([CH2:10]O)=[N:4][C:5]([Cl:9])=[CH:6][C:7]=1[CH3:8].C(Br)(Br)(Br)[Br:13].C1C=CC(P(C2C=CC=CC=2)C2C=CC=CC=2)=CC=1. Product: [Br:1][C:2]1[C:3]([CH2:10][Br:13])=[N:4][C:5]([Cl:9])=[CH:6][C:7]=1[CH3:8]. The catalyst class is: 2. (4) Reactant: C(O)C(O)C[O:4][CH2:5][CH:6]([OH:9])[CH2:7][OH:8].[C:12]([OH:22])(=[O:21])[CH2:13][CH2:14][CH2:15][CH2:16][CH2:17][CH:18]([CH3:20])[CH3:19].O. Product: [C:12]([OH:22])(=[O:21])[CH2:13][CH2:14][CH2:15][CH2:16][CH2:17][CH:18]([CH3:19])[CH3:20].[OH:4][CH2:5][CH:6]([CH2:7][OH:8])[OH:9].[OH:4][CH2:5][CH:6]([CH2:7][OH:8])[OH:9]. The catalyst class is: 11. (5) Reactant: BrC1C=C(C(Cl)=O)C=CC=1.[Cl:11][C:12]1[CH:18]=[C:17]([O:19][C:20]2[C:29]3[C:24](=[CH:25][C:26]([O:32][CH3:33])=[C:27]([O:30][CH3:31])[CH:28]=3)[N:23]=[CH:22][CH:21]=2)[CH:16]=[CH:15][C:13]=1[NH2:14].[Br:34][C:35]1[CH:36]=[C:37]([C:41]([N:43]=[C:44]=[S:45])=[O:42])[CH:38]=[CH:39][CH:40]=1. The catalyst class is: 234. Product: [Br:34][C:35]1[CH:36]=[C:37]([C:41]([N:43]=[C:44]=[S:45])=[O:42])[CH:38]=[CH:39][CH:40]=1.[Br:34][C:35]1[CH:36]=[C:37]([CH:38]=[CH:39][CH:40]=1)[C:41]([NH:43][C:44]([NH:14][C:13]1[CH:15]=[CH:16][C:17]([O:19][C:20]2[C:29]3[C:24](=[CH:25][C:26]([O:32][CH3:33])=[C:27]([O:30][CH3:31])[CH:28]=3)[N:23]=[CH:22][CH:21]=2)=[CH:18][C:12]=1[Cl:11])=[S:45])=[O:42].